The task is: Predict the reaction yield, written as a fraction of the theoretical maximum amount of product (1.0 means a 100% yield; for example, 0.34 means a 34% yield).. This data is from Reaction yield outcomes from USPTO patents with 853,638 reactions. The reactants are [F:1][C:2]([F:17])([F:16])[C:3]1[N:8]=[N:7][C:6]([C:9]2[CH:14]=[CH:13][NH:12][C:11](=[O:15])[CH:10]=2)=[CH:5][CH:4]=1.Br[C:19]1[CH:20]=[CH:21][C:22]2[C:23]3[CH2:32][N:31]([C:33]([O:35][C:36]([CH3:39])([CH3:38])[CH3:37])=[O:34])[CH2:30][CH2:29][C:24]=3[N:25]([CH3:28])[C:26]=2[CH:27]=1. No catalyst specified. The product is [CH3:28][N:25]1[C:26]2[CH:27]=[C:19]([N:12]3[CH:13]=[CH:14][C:9]([C:6]4[N:7]=[N:8][C:3]([C:2]([F:1])([F:16])[F:17])=[CH:4][CH:5]=4)=[CH:10][C:11]3=[O:15])[CH:20]=[CH:21][C:22]=2[C:23]2[CH2:32][N:31]([C:33]([O:35][C:36]([CH3:39])([CH3:38])[CH3:37])=[O:34])[CH2:30][CH2:29][C:24]1=2. The yield is 0.460.